Task: Binary Classification. Given a T-cell receptor sequence (or CDR3 region) and an epitope sequence, predict whether binding occurs between them.. Dataset: TCR-epitope binding with 47,182 pairs between 192 epitopes and 23,139 TCRs (1) The epitope is DATYQRTRALVR. The TCR CDR3 sequence is CASSMIGGDTEAFF. Result: 0 (the TCR does not bind to the epitope). (2) The epitope is IPSINVHHY. The TCR CDR3 sequence is CASNPGTGTDTQYF. Result: 1 (the TCR binds to the epitope). (3) The TCR CDR3 sequence is CASSFLAGISYNEQFF. Result: 0 (the TCR does not bind to the epitope). The epitope is VLAWLYAAV. (4) The epitope is YLNTLTLAV. The TCR CDR3 sequence is CASSQDRGMGSYEQYF. Result: 0 (the TCR does not bind to the epitope).